From a dataset of CYP2D6 inhibition data for predicting drug metabolism from PubChem BioAssay. Regression/Classification. Given a drug SMILES string, predict its absorption, distribution, metabolism, or excretion properties. Task type varies by dataset: regression for continuous measurements (e.g., permeability, clearance, half-life) or binary classification for categorical outcomes (e.g., BBB penetration, CYP inhibition). Dataset: cyp2d6_veith. The drug is O=c1cnc2cnc(Oc3cccc(Cl)c3)nc2n1C1CC1. The result is 0 (non-inhibitor).